From a dataset of Catalyst prediction with 721,799 reactions and 888 catalyst types from USPTO. Predict which catalyst facilitates the given reaction. (1) Reactant: Cl[C:2]1[C:11]2[C:6](=[CH:7][C:8]([O:12][CH3:13])=[CH:9][CH:10]=2)[C:5]([C:14]2[CH:19]=[CH:18][CH:17]=[CH:16][CH:15]=2)=[C:4]([CH2:20][N:21]([CH3:23])[CH3:22])[N:3]=1.[C:24]([Cu])#[N:25]. Product: [CH3:22][N:21]([CH2:20][C:4]1[N:3]=[C:2]([C:24]#[N:25])[C:11]2[C:6]([C:5]=1[C:14]1[CH:19]=[CH:18][CH:17]=[CH:16][CH:15]=1)=[CH:7][C:8]([O:12][CH3:13])=[CH:9][CH:10]=2)[CH3:23]. The catalyst class is: 16. (2) Reactant: CCCC[N+](CCCC)(CCCC)CCCC.[F-].[CH3:19][N:20]([CH3:54])[C:21]1[CH:26]=[CH:25][C:24]([C:27]2[N:32]=[C:31]3[N:33](COCC[Si](C)(C)C)[N:34]=[C:35]([C:36]4[CH:41]=[CH:40][CH:39]=[CH:38][CH:37]=4)[C:30]3=[C:29]([C:50]([F:53])([F:52])[F:51])[CH:28]=2)=[CH:23][CH:22]=1.O. Product: [CH3:19][N:20]([CH3:54])[C:21]1[CH:22]=[CH:23][C:24]([C:27]2[N:32]=[C:31]3[NH:33][N:34]=[C:35]([C:36]4[CH:41]=[CH:40][CH:39]=[CH:38][CH:37]=4)[C:30]3=[C:29]([C:50]([F:53])([F:51])[F:52])[CH:28]=2)=[CH:25][CH:26]=1. The catalyst class is: 1. (3) Reactant: [Cl:1][C:2]1[C:3]([CH:21]([CH:23]2[CH2:27][CH2:26][C@@H:25]([N:28]([CH2:36][C:37]3[CH:42]=[CH:41][CH:40]=[CH:39][CH:38]=3)[CH2:29][C:30]3[CH:35]=[CH:34][CH:33]=[CH:32][CH:31]=3)[CH2:24]2)[OH:22])=[C:4]2[CH:10]=[CH:9][N:8]([Si:11]([CH:18]([CH3:20])[CH3:19])([CH:15]([CH3:17])[CH3:16])[CH:12]([CH3:14])[CH3:13])[C:5]2=[N:6][CH:7]=1.CC(OI1(OC(C)=O)(OC(C)=O)OC(=O)C2C=CC=CC1=2)=O. Product: [Cl:1][C:2]1[C:3]([C:21]([CH:23]2[CH2:27][CH2:26][C@@H:25]([N:28]([CH2:36][C:37]3[CH:38]=[CH:39][CH:40]=[CH:41][CH:42]=3)[CH2:29][C:30]3[CH:31]=[CH:32][CH:33]=[CH:34][CH:35]=3)[CH2:24]2)=[O:22])=[C:4]2[CH:10]=[CH:9][N:8]([Si:11]([CH:18]([CH3:19])[CH3:20])([CH:15]([CH3:16])[CH3:17])[CH:12]([CH3:14])[CH3:13])[C:5]2=[N:6][CH:7]=1. The catalyst class is: 2. (4) Reactant: [O:1]=[C:2]1[NH:6][C:5]2[CH:7]=[CH:8][C:9]([C:11]#[N:12])=[CH:10][C:4]=2[NH:3]1.FC(F)(F)C(O)=O. Product: [NH2:12][CH2:11][C:9]1[CH:8]=[CH:7][C:5]2[NH:6][C:2](=[O:1])[NH:3][C:4]=2[CH:10]=1. The catalyst class is: 94. (5) Reactant: [CH3:1][O:2][C:3]1[CH:4]=[C:5]2[C:10](=[C:11]([O:13]C)[CH:12]=1)[N:9]=[CH:8][CH:7]=[CH:6]2.B(Br)(Br)Br. The catalyst class is: 2. Product: [CH3:1][O:2][C:3]1[CH:4]=[C:5]2[C:10](=[C:11]([OH:13])[CH:12]=1)[N:9]=[CH:8][CH:7]=[CH:6]2. (6) Reactant: [NH2:1][C:2]1[CH:7]=[CH:6][C:5]([CH:8]2[CH2:22][N:12]3[C:13](=[O:21])[NH:14][C:15]4[CH:16]=[CH:17][CH:18]=[CH:19][C:20]=4[C:11]3=[N:10][CH2:9]2)=[CH:4][CH:3]=1.[Cl:23][C:24]1[CH:29]=[CH:28][C:27]([N:30]=[C:31]=[O:32])=[CH:26][C:25]=1[C:33]([F:36])([F:35])[F:34]. Product: [Cl:23][C:24]1[CH:29]=[CH:28][C:27]([NH:30][C:31]([NH:1][C:2]2[CH:7]=[CH:6][C:5]([CH:8]3[CH2:22][N:12]4[C:13](=[O:21])[NH:14][C:15]5[CH:16]=[CH:17][CH:18]=[CH:19][C:20]=5[C:11]4=[N:10][CH2:9]3)=[CH:4][CH:3]=2)=[O:32])=[CH:26][C:25]=1[C:33]([F:34])([F:35])[F:36]. The catalyst class is: 1. (7) Reactant: [CH:1](=[C:8]1/[O:9][C:10]2[CH:17]=[C:16]([O:18]C)[CH:15]=[C:14]([O:20]C)[C:11]=2[C:12]/1=[O:13])/[C:2]1[CH:7]=[CH:6][CH:5]=[CH:4][CH:3]=1.B(Br)(Br)Br.O. Product: [CH:1](=[C:8]1/[O:9][C:10]2[CH:17]=[C:16]([OH:18])[CH:15]=[C:14]([OH:20])[C:11]=2[C:12]/1=[O:13])/[C:2]1[CH:3]=[CH:4][CH:5]=[CH:6][CH:7]=1. The catalyst class is: 4.